This data is from Catalyst prediction with 721,799 reactions and 888 catalyst types from USPTO. The task is: Predict which catalyst facilitates the given reaction. (1) Reactant: [Cl:1][C:2]1[N:7]=[C:6]([CH3:8])[C:5]2[C:9]([N:31]3[CH2:36][CH2:35][O:34][CH2:33][CH2:32]3)=[N:10][N:11]([C:12]([C:25]3[CH:30]=[CH:29][CH:28]=[CH:27][CH:26]=3)([C:19]3[CH:24]=[CH:23][CH:22]=[CH:21][CH:20]=3)[C:13]3[CH:18]=[CH:17][CH:16]=[CH:15][CH:14]=3)[C:4]=2[CH:3]=1.[Se](=O)=[O:38]. Product: [Cl:1][C:2]1[N:7]=[C:6]([CH:8]=[O:38])[C:5]2[C:9]([N:31]3[CH2:36][CH2:35][O:34][CH2:33][CH2:32]3)=[N:10][N:11]([C:12]([C:19]3[CH:24]=[CH:23][CH:22]=[CH:21][CH:20]=3)([C:25]3[CH:26]=[CH:27][CH:28]=[CH:29][CH:30]=3)[C:13]3[CH:14]=[CH:15][CH:16]=[CH:17][CH:18]=3)[C:4]=2[CH:3]=1. The catalyst class is: 12. (2) Reactant: [NH:1]1[C:5](B(O)O)=[CH:4][CH:3]=[N:2]1.Cl[C:10]1[CH:15]=[CH:14][C:13]([C:16]2[S:20][C:19]([N:21]([CH3:32])[CH:22]3[CH2:27][C:26]([CH3:29])([CH3:28])[NH:25][C:24]([CH3:31])([CH3:30])[CH2:23]3)=[N:18][N:17]=2)=[C:12]([O:33][CH3:34])[CH:11]=1.C([O-])([O-])=O.[Na+].[Na+]. Product: [CH3:34][O:33][C:12]1[CH:11]=[C:10]([C:5]2[NH:1][N:2]=[CH:3][CH:4]=2)[CH:15]=[CH:14][C:13]=1[C:16]1[S:20][C:19]([N:21]([CH3:32])[CH:22]2[CH2:27][C:26]([CH3:28])([CH3:29])[NH:25][C:24]([CH3:31])([CH3:30])[CH2:23]2)=[N:18][N:17]=1. The catalyst class is: 70. (3) Reactant: [F:1][C:2]1[CH:7]=[CH:6][C:5]([O:8][C:9](=[O:33])[N:10]([C@@H:12]2[C@@H:16]([C:17]3[CH:22]=[CH:21][C:20]([Cl:23])=[C:19]([Cl:24])[CH:18]=3)[CH2:15][N:14]([C:25]([CH:27]3[CH2:32][CH2:31][NH:30][CH2:29][CH2:28]3)=[O:26])[CH2:13]2)[CH3:11])=[CH:4][CH:3]=1.Cl[C:35]1[CH:42]=[CH:41][C:38]([C:39]#[N:40])=[CH:37][N:36]=1.C(N(CC)C(C)C)(C)C. Product: [F:1][C:2]1[CH:7]=[CH:6][C:5]([O:8][C:9](=[O:33])[N:10]([C@@H:12]2[C@@H:16]([C:17]3[CH:22]=[CH:21][C:20]([Cl:23])=[C:19]([Cl:24])[CH:18]=3)[CH2:15][N:14]([C:25]([CH:27]3[CH2:32][CH2:31][N:30]([C:35]4[CH:42]=[CH:41][C:38]([C:39]#[N:40])=[CH:37][N:36]=4)[CH2:29][CH2:28]3)=[O:26])[CH2:13]2)[CH3:11])=[CH:4][CH:3]=1. The catalyst class is: 435. (4) Reactant: [C:1]1([C:7]([N:9]2[CH2:14][CH2:13][N:12]([CH:15]3[CH2:18][N:17]([C:19]([C:21]4[CH:32]=[CH:31][C:24]([O:25][C@H:26]5[CH2:30][CH2:29][NH:28][CH2:27]5)=[CH:23][CH:22]=4)=[O:20])[CH2:16]3)[CH2:11][CH2:10]2)=[O:8])[CH:6]=[CH:5][CH:4]=[CH:3][CH:2]=1.CCN(CC)CC.[CH3:40][N:41]([CH3:46])[S:42](Cl)(=[O:44])=[O:43]. Product: [CH3:40][N:41]([CH3:46])[S:42]([N:28]1[CH2:29][CH2:30][C@H:26]([O:25][C:24]2[CH:31]=[CH:32][C:21]([C:19]([N:17]3[CH2:16][CH:15]([N:12]4[CH2:11][CH2:10][N:9]([C:7]([C:1]5[CH:2]=[CH:3][CH:4]=[CH:5][CH:6]=5)=[O:8])[CH2:14][CH2:13]4)[CH2:18]3)=[O:20])=[CH:22][CH:23]=2)[CH2:27]1)(=[O:44])=[O:43]. The catalyst class is: 2. (5) Reactant: B(F)(F)F.CCOCC.[OH:10][C:11]1[C:20]([C:21]2[CH:26]=[CH:25][CH:24]=[CH:23][CH:22]=2)=[C:19]2[C:14]([CH:15]=[C:16]([NH:28][C:29](=[O:38])[O:30][CH2:31][C:32]3[CH:37]=[CH:36][CH:35]=[CH:34][CH:33]=3)[C:17](=[O:27])[O:18]2)=[CH:13][CH:12]=1.ClC(Cl)(Cl)C(=N)O[C@H:43]1[C@@H:48]2[O:49][C:50](=[O:52])[O:51][C@@H:47]2[C@@H:46]([O:53][CH3:54])[C:45]([CH3:56])([CH3:55])[O:44]1.C(N(CC)CC)C. Product: [CH3:54][O:53][C@H:46]1[C:45]([CH3:56])([CH3:55])[O:44][C@@H:43]([O:10][C:11]2[C:20]([C:21]3[CH:22]=[CH:23][CH:24]=[CH:25][CH:26]=3)=[C:19]3[C:14]([CH:15]=[C:16]([NH:28][C:29](=[O:38])[O:30][CH2:31][C:32]4[CH:33]=[CH:34][CH:35]=[CH:36][CH:37]=4)[C:17](=[O:27])[O:18]3)=[CH:13][CH:12]=2)[C@@H:48]2[O:49][C:50](=[O:52])[O:51][C@H:47]12. The catalyst class is: 2.